Predict the reactants needed to synthesize the given product. From a dataset of Full USPTO retrosynthesis dataset with 1.9M reactions from patents (1976-2016). (1) Given the product [O:10]=[C:9]([N:11]1[CH2:16][CH2:15][NH:14][CH2:13][CH2:12]1)[CH2:8][N:1]1[CH2:6][CH2:5][O:4][CH2:3][CH2:2]1, predict the reactants needed to synthesize it. The reactants are: [NH:1]1[CH2:6][CH2:5][O:4][CH2:3][CH2:2]1.Br[CH2:8][C:9]([N:11]1[CH2:16][CH2:15][N:14](C(OC(C)(C)C)=O)[CH2:13][CH2:12]1)=[O:10].CCN(C(C)C)C(C)C.FC(F)(F)C(O)=O. (2) Given the product [Cl:19][C:15]1[CH:14]=[C:13]([CH:18]=[CH:17][CH:16]=1)[O:12][CH:5]1[C:4]2[C:9](=[N:10][CH:11]=[C:2]([C:30]3[CH:29]=[N:28][C:27]([N:24]4[CH2:23][CH2:22][N:21]([CH3:20])[CH2:26][CH2:25]4)=[CH:32][CH:31]=3)[CH:3]=2)[NH:8][CH2:7][CH2:6]1, predict the reactants needed to synthesize it. The reactants are: Br[C:2]1[CH:3]=[C:4]2[C:9](=[N:10][CH:11]=1)[NH:8][CH2:7][CH2:6][CH:5]2[O:12][C:13]1[CH:18]=[CH:17][CH:16]=[C:15]([Cl:19])[CH:14]=1.[CH3:20][N:21]1[CH2:26][CH2:25][N:24]([C:27]2[CH:32]=[CH:31][C:30](B3OC(C)(C)C(C)(C)O3)=[CH:29][N:28]=2)[CH2:23][CH2:22]1. (3) Given the product [CH2:24]([CH:20]1[C:21]2=[N:2][C:3]3[C:4]([CH:11]([CH3:12])[CH3:15])=[N:5][N:6]([CH3:31])[C:7]=3[C:8](=[O:9])[N:10]2[CH2:17][CH2:16][NH:19]1)[C:25]1[CH:30]=[CH:29][CH:28]=[CH:27][CH:26]=1, predict the reactants needed to synthesize it. The reactants are: [123I-].[NH2:2][C:3]1[C:4]([CH:11]2[CH2:15]CC[CH2:12]2)=[N:5][NH:6][C:7]=1[C:8]([NH2:10])=[O:9].[C:16]([NH:19][CH:20]([CH2:24][C:25]1[CH:30]=[CH:29][CH:28]=[CH:27][CH:26]=1)[C:21](O)=O)(=O)[CH3:17].[C:31](NCC(O)=O)(=O)C. (4) The reactants are: [CH3:1][N:2]1[CH:6]=[CH:5][C:4]([NH2:7])=[N:3]1.[CH3:8][N:9]([CH3:34])[C:10]([C:12]1[N:17]=[CH:16][C:15]([O:18][C:19]2[C:24]3[CH:25]=[C:26]([CH3:28])[O:27][C:23]=3[CH:22]=[C:21]([C:29](OCC)=[O:30])[CH:20]=2)=[CH:14][N:13]=1)=[O:11]. Given the product [CH3:34][N:9]([CH3:8])[C:10]([C:12]1[N:17]=[CH:16][C:15]([O:18][C:19]2[C:24]3[CH:25]=[C:26]([CH3:28])[O:27][C:23]=3[CH:22]=[C:21]([C:29](=[O:30])[NH:7][C:4]3[CH:5]=[CH:6][N:2]([CH3:1])[N:3]=3)[CH:20]=2)=[CH:14][N:13]=1)=[O:11], predict the reactants needed to synthesize it.